Dataset: Reaction yield outcomes from USPTO patents with 853,638 reactions. Task: Predict the reaction yield, written as a fraction of the theoretical maximum amount of product (1.0 means a 100% yield; for example, 0.34 means a 34% yield). (1) The reactants are [CH3:1][O:2][C:3]1[CH:8]=[CH:7][C:6]([CH2:9]Br)=[CH:5][CH:4]=1.[CH:11]1[C:16]([C:17]2[CH:18]=[CH:19][C:20]([F:24])=[CH:21][C:22]=2[F:23])=[CH:15][C:14]([C:25]([OH:27])=[O:26])=[C:13]([OH:28])[CH:12]=1.O. The catalyst is CCCC[N+](CCCC)(CCCC)CCCC.[F-]. The product is [F:23][C:22]1[CH:21]=[C:20]([F:24])[CH:19]=[CH:18][C:17]=1[C:16]1[CH:11]=[CH:12][C:13]([OH:28])=[C:14]([C:25]([O:27][CH2:9][C:6]2[CH:7]=[CH:8][C:3]([O:2][CH3:1])=[CH:4][CH:5]=2)=[O:26])[CH:15]=1. The yield is 0.830. (2) The reactants are [NH2:1][C:2]1[N:7]=[C:6]([N:8]2[CH2:13][CH2:12][N:11]([C:14](=[O:24])[CH2:15][O:16][C:17]3[CH:22]=[CH:21][C:20]([Cl:23])=[CH:19][CH:18]=3)[CH2:10][CH2:9]2)[C:5]([NH2:25])=[C:4]([NH2:26])[N:3]=1.[CH3:27][O:28][C:29]1[CH:30]=[C:31]([CH:34]=[CH:35][C:36]=1[O:37][CH3:38])[CH:32]=O. No catalyst specified. The product is [NH2:1][C:2]1[N:3]=[C:4]2[C:5]([N:25]=[C:32]([C:31]3[CH:34]=[CH:35][C:36]([O:37][CH3:38])=[C:29]([O:28][CH3:27])[CH:30]=3)[NH:26]2)=[C:6]([N:8]2[CH2:9][CH2:10][N:11]([C:14](=[O:24])[CH2:15][O:16][C:17]3[CH:18]=[CH:19][C:20]([Cl:23])=[CH:21][CH:22]=3)[CH2:12][CH2:13]2)[N:7]=1. The yield is 0.570.